Dataset: CYP2D6 inhibition data for predicting drug metabolism from PubChem BioAssay. Task: Regression/Classification. Given a drug SMILES string, predict its absorption, distribution, metabolism, or excretion properties. Task type varies by dataset: regression for continuous measurements (e.g., permeability, clearance, half-life) or binary classification for categorical outcomes (e.g., BBB penetration, CYP inhibition). Dataset: cyp2d6_veith. (1) The compound is C[N+](C)([O-])CCC=C1c2ccccc2CCc2ccccc21. The result is 0 (non-inhibitor). (2) The molecule is COc1ccc(Cl)cc1NC(=O)NCCCl. The result is 0 (non-inhibitor). (3) The compound is COC(=O)[C@@H]1[C@@H](O)CC[C@H]2CN3CCc4c([nH]c5ccccc45)[C@@H]3C[C@@H]12. The result is 0 (non-inhibitor). (4) The compound is COc1ccc(C=C(C#N)C#N)cc1. The result is 0 (non-inhibitor). (5) The compound is CC(=O)OC[C@H]1O[C@@H](O/N=C(\C)CCN2CCc3nc(-c4ccccc4)c(-c4ccccc4)cc3C2)[C@H](OC(C)=O)[C@@H](OC(C)=O)[C@H]1OC(C)=O. The result is 1 (inhibitor). (6) The molecule is CN(C)C(=O)c1ccc(-n2nc(C(F)(F)F)c3c2CCCC3)cc1. The result is 1 (inhibitor). (7) The molecule is COC(=O)C1=C(C(=O)c2ccc(C)cc2)C(c2ccccc2)n2nnnc2N1. The result is 0 (non-inhibitor).